From a dataset of Full USPTO retrosynthesis dataset with 1.9M reactions from patents (1976-2016). Predict the reactants needed to synthesize the given product. (1) Given the product [F:1][C:2]1[CH:3]=[C:4]2[C:8](=[CH:9][CH:10]=1)[NH:7][C:6](=[O:11])[C:5]2=[CH:12][C:13]1[CH:14]=[C:15]([CH:26]=[CH:27][CH:28]=1)[C:16]([NH:18][CH2:19][CH2:20][CH2:21][CH2:22][C:23]([NH:42][OH:43])=[O:24])=[O:17], predict the reactants needed to synthesize it. The reactants are: [F:1][C:2]1[CH:3]=[C:4]2[C:8](=[CH:9][CH:10]=1)[NH:7][C:6](=[O:11])[C:5]2=[CH:12][C:13]1[CH:14]=[C:15]([CH:26]=[CH:27][CH:28]=1)[C:16]([NH:18][CH2:19][CH2:20][CH2:21][CH2:22][C:23](O)=[O:24])=[O:17].C(N(CC)CC)C.ClC(OCC)=O.[NH2:42][OH:43]. (2) Given the product [C:29]([C:19]1[C@@H:20]([C:21]2[CH:26]=[CH:25][C:24]([C:27]#[N:28])=[CH:23][CH:22]=2)[N:15]([CH2:14][C:13]([OH:44])=[O:12])[C:16](=[O:43])[N:17]([C:33]2[CH:38]=[CH:37][CH:36]=[C:35]([C:39]([F:42])([F:41])[F:40])[CH:34]=2)[C:18]=1[CH3:32])(=[O:31])[CH3:30], predict the reactants needed to synthesize it. The reactants are: FC(F)(F)C(O)=O.C([O:12][C:13](=[O:44])[CH2:14][N:15]1[C@H:20]([C:21]2[CH:26]=[CH:25][C:24]([C:27]#[N:28])=[CH:23][CH:22]=2)[C:19]([C:29](=[O:31])[CH3:30])=[C:18]([CH3:32])[N:17]([C:33]2[CH:38]=[CH:37][CH:36]=[C:35]([C:39]([F:42])([F:41])[F:40])[CH:34]=2)[C:16]1=[O:43])(C)(C)C.